Dataset: Full USPTO retrosynthesis dataset with 1.9M reactions from patents (1976-2016). Task: Predict the reactants needed to synthesize the given product. (1) Given the product [CH3:13][O:12][C:8]([O:10][CH3:11])([CH3:9])[CH2:7][CH2:6][CH2:5][C@H:4]([CH3:14])[CH2:3][OH:2], predict the reactants needed to synthesize it. The reactants are: C[O:2][C:3](=O)[C@@H:4]([CH3:14])[CH2:5][CH2:6][CH2:7][C:8]([O:12][CH3:13])([O:10][CH3:11])[CH3:9].[BH4-].[Li+]. (2) Given the product [CH3:22][O:23][C:24](=[O:28])[C:25]([CH3:27])([CH3:26])[CH2:13][C:12]1[CH:18]=[C:19]([CH3:20])[C:9]([O:8][CH2:1][C:2]2[CH:3]=[CH:4][CH:5]=[CH:6][CH:7]=2)=[CH:10][C:11]=1[CH3:21], predict the reactants needed to synthesize it. The reactants are: [CH2:1]([O:8][C:9]1[C:19]([CH3:20])=[CH:18][C:12]([CH2:13]OC(=O)C)=[C:11]([CH3:21])[CH:10]=1)[C:2]1[CH:7]=[CH:6][CH:5]=[CH:4][CH:3]=1.[CH3:22][O:23][C:24]([O:28][Si](C)(C)C)=[C:25]([CH3:27])[CH3:26].Cl([O-])(=O)(=O)=O.[Mg+2].Cl([O-])(=O)(=O)=O. (3) Given the product [OH:14][C:15]1[CH:16]=[CH:17][N:3]2[N:4]=[CH:5][C:6]([C:7]([O:9][CH2:10][CH3:11])=[O:8])=[C:2]2[N:1]=1, predict the reactants needed to synthesize it. The reactants are: [NH2:1][C:2]1[C:6]([C:7]([O:9][CH2:10][CH3:11])=[O:8])=[CH:5][NH:4][N:3]=1.C([O:14]/[CH:15]=[CH:16]/[C:17](OCC)=O)C.C(=O)([O-])[O-].[Cs+].[Cs+].CC(O)=O. (4) The reactants are: [CH3:1][S:2]([N:5]1[CH2:10][CH2:9][N:8]([CH2:11][CH2:12][O:13][C:14]2[CH:22]=[C:21]3[C:17]([C:18]([C:34]4[CH:39]=[CH:38][C:37]([C:40]([F:43])([F:42])[F:41])=[CH:36][CH:35]=4)=[C:19]([C:24]4[CH:29]=C[C:27]([C:30](F)([F:32])F)=[CH:26][CH:25]=4)[C:20]3=[O:23])=[CH:16][CH:15]=2)[CH2:7][CH2:6]1)(=[O:4])=[O:3].O1CCN(CCOC2C=C3C(C(C4C=CC=CC=4)=C(Br)C3=O)=CC=2)CC1.[F:70]C1C=C(B(O)O)C=CC=1F. Given the product [F:32][C:30]1[CH:29]=[C:24]([C:19]2[C:20](=[O:23])[C:21]3[C:17]([C:18]=2[C:34]2[CH:39]=[CH:38][C:37]([C:40]([F:43])([F:41])[F:42])=[CH:36][CH:35]=2)=[CH:16][CH:15]=[C:14]([O:13][CH2:12][CH2:11][N:8]2[CH2:7][CH2:6][N:5]([S:2]([CH3:1])(=[O:4])=[O:3])[CH2:10][CH2:9]2)[CH:22]=3)[CH:25]=[CH:26][C:27]=1[F:70], predict the reactants needed to synthesize it. (5) The reactants are: [CH3:1][C:2]1[CH:3]=[N:4][C:5]2[CH:6]=[CH:7][CH:8]=[C:9]([CH:12]=O)[C:10]=2[CH:11]=1.[CH3:14][C:15]1[N:16]=[C:17]([CH2:20][C:21]([CH3:23])=O)[S:18][CH:19]=1.[NH2:24]/[C:25](/[CH3:29])=[CH:26]\[C:27]#[N:28]. Given the product [CH3:29][C:25]1[NH:24][C:21]([CH3:23])=[C:20]([C:17]2[S:18][CH:19]=[C:15]([CH3:14])[N:16]=2)[CH:12]([C:9]2[CH:8]=[CH:7][CH:6]=[C:5]3[C:10]=2[CH:11]=[C:2]([CH3:1])[CH:3]=[N:4]3)[C:26]=1[C:27]#[N:28], predict the reactants needed to synthesize it. (6) Given the product [N:6]1[CH:7]=[CH:8][CH:9]=[C:4]([C:3]2[CH:12]=[C:11]([C:13]3[CH:14]=[C:15]([CH:18]=[CH:19][CH:20]=3)[C:16]#[N:17])[O:1][N:2]=2)[CH:5]=1, predict the reactants needed to synthesize it. The reactants are: [OH:1][N:2]=[C:3](Cl)[C:4]1[CH:9]=[CH:8][CH:7]=[N:6][CH:5]=1.[C:11]([C:13]1[CH:14]=[C:15]([CH:18]=[CH:19][CH:20]=1)[C:16]#[N:17])#[CH:12].N. (7) The reactants are: [Cl:1][C:2]1[CH:7]=[CH:6][C:5]([NH:8][C:9](=[O:15])[O:10][C:11]([CH3:14])([CH3:13])[CH3:12])=[CH:4][CH:3]=1.C([Li])(CC)C.[F:21][CH:22]([F:34])[O:23][C:24]1[C:31]([O:32][CH3:33])=[CH:30][CH:29]=[CH:28][C:25]=1[CH:26]=[O:27].[Cl-].[NH4+]. Given the product [Cl:1][C:2]1[CH:3]=[CH:4][C:5]([NH:8][C:9](=[O:15])[O:10][C:11]([CH3:12])([CH3:14])[CH3:13])=[C:6]([CH:26]([C:25]2[CH:28]=[CH:29][CH:30]=[C:31]([O:32][CH3:33])[C:24]=2[O:23][CH:22]([F:21])[F:34])[OH:27])[CH:7]=1, predict the reactants needed to synthesize it.